Dataset: Full USPTO retrosynthesis dataset with 1.9M reactions from patents (1976-2016). Task: Predict the reactants needed to synthesize the given product. (1) Given the product [CH2:10]([CH:17]1[CH2:18][CH2:19][N:20]([C:23](=[O:27])[C:24]([NH:1][C:2]2[CH:9]=[CH:8][C:5]([C:6]#[N:7])=[CH:4][CH:3]=2)=[O:25])[CH2:21][CH2:22]1)[C:11]1[CH:12]=[CH:13][CH:14]=[CH:15][CH:16]=1, predict the reactants needed to synthesize it. The reactants are: [NH2:1][C:2]1[CH:9]=[CH:8][C:5]([C:6]#[N:7])=[CH:4][CH:3]=1.[CH2:10]([CH:17]1[CH2:22][CH2:21][N:20]([C:23](=[O:27])[C:24](O)=[O:25])[CH2:19][CH2:18]1)[C:11]1[CH:16]=[CH:15][CH:14]=[CH:13][CH:12]=1. (2) Given the product [C:14]([CH:13]1[C:4]2[C:3](=[CH:8][CH:7]=[CH:6][C:5]=2[O:9][CH2:10][O:11][CH3:12])[CH2:2][O:18]1)([CH3:15])([CH3:16])[CH3:17], predict the reactants needed to synthesize it. The reactants are: O[CH2:2][C:3]1[CH:8]=[CH:7][CH:6]=[C:5]([O:9][CH2:10][O:11][CH3:12])[C:4]=1[CH:13]([OH:18])[C:14]([CH3:17])([CH3:16])[CH3:15].C([Li])CCC.CCCCCC.CC1C=CC(S(Cl)(=O)=O)=CC=1. (3) Given the product [F:20][C:21]1[CH:29]=[CH:28][C:24]([C:25]([N:2]([C:3]2[CH:4]=[CH:5][C:6]3[CH2:10][O:9][B:8]([OH:11])[C:7]=3[CH:12]=2)[CH3:1])=[O:26])=[CH:23][CH:22]=1, predict the reactants needed to synthesize it. The reactants are: [CH3:1][NH:2][C:3]1[CH:4]=[CH:5][C:6]2[CH2:10][O:9][B:8]([OH:11])[C:7]=2[CH:12]=1.CCN(CC)CC.[F:20][C:21]1[CH:29]=[CH:28][C:24]([C:25](Cl)=[O:26])=[CH:23][CH:22]=1. (4) Given the product [Br:3][C:4]1[C:9]([O:10][CH3:11])=[CH:8][C:7]([NH:12][C:13](=[O:15])[CH3:14])=[C:6]([CH2:16][C:17]2[CH:18]=[CH:19][C:20]([CH2:23][CH3:24])=[CH:21][CH:22]=2)[CH:5]=1, predict the reactants needed to synthesize it. The reactants are: [BH4-].[Na+].[Br:3][C:4]1[C:9]([O:10][CH3:11])=[CH:8][C:7]([NH:12][C:13](=[O:15])[CH3:14])=[C:6]([C:16](=O)[C:17]2[CH:22]=[CH:21][C:20]([CH2:23][CH3:24])=[CH:19][CH:18]=2)[CH:5]=1. (5) Given the product [C:24]1([C:30]2[C:31]([C:39]3[CH:40]=[CH:41][C:42]([CH2:43][N:2]4[CH2:3][CH2:4][CH:5]([C:8]5[NH:16][C:11]6[CH:12]=[N:13][CH:14]=[CH:15][C:10]=6[N:9]=5)[CH2:6][CH2:7]4)=[CH:45][CH:46]=3)=[N:32][C:33]3[N:34]([CH:36]=[CH:37][N:38]=3)[CH:35]=2)[CH:29]=[CH:28][CH:27]=[CH:26][CH:25]=1, predict the reactants needed to synthesize it. The reactants are: Cl.[NH:2]1[CH2:7][CH2:6][CH:5]([C:8]2[NH:16][C:11]3[CH:12]=[N:13][CH:14]=[CH:15][C:10]=3[N:9]=2)[CH2:4][CH2:3]1.C(N(CC)CC)C.[C:24]1([C:30]2[C:31]([C:39]3[CH:46]=[CH:45][C:42]([CH:43]=O)=[CH:41][CH:40]=3)=[N:32][C:33]3[N:34]([CH:36]=[CH:37][N:38]=3)[CH:35]=2)[CH:29]=[CH:28][CH:27]=[CH:26][CH:25]=1.C(O)(=O)C.[BH-](OC(C)=O)(OC(C)=O)OC(C)=O.[Na+]. (6) Given the product [F:16][C:17]1[CH:30]=[CH:29][C:20]([C:21]([CH:23]2[CH2:28][CH2:27][N:26]([C:12]([C:8]3[N:9]=[CH:10][O:11][C:7]=3[C:1]3[CH:2]=[CH:3][CH:4]=[CH:5][CH:6]=3)=[O:14])[CH2:25][CH2:24]2)=[O:22])=[CH:19][CH:18]=1, predict the reactants needed to synthesize it. The reactants are: [C:1]1([C:7]2[O:11][CH:10]=[N:9][C:8]=2[C:12]([OH:14])=O)[CH:6]=[CH:5][CH:4]=[CH:3][CH:2]=1.Cl.[F:16][C:17]1[CH:30]=[CH:29][C:20]([C:21]([CH:23]2[CH2:28][CH2:27][NH:26][CH2:25][CH2:24]2)=[O:22])=[CH:19][CH:18]=1.F[B-](F)(F)F.N1(OC(N(C)C)=[N+](C)C)C2C=CC=CC=2N=N1.C(N(C(C)C)CC)(C)C. (7) Given the product [CH2:1]([O:3][C:4]([C:6]1([CH:12]2[CH2:17][CH2:16][CH2:15][CH2:14][CH2:13]2)[CH2:7][CH2:8][NH:9][CH2:10][CH2:11]1)=[O:5])[CH3:2], predict the reactants needed to synthesize it. The reactants are: [CH2:1]([O:3][C:4]([C:6]1([C:12]2[CH:17]=[CH:16][CH:15]=[CH:14][CH:13]=2)[CH2:11][CH2:10][NH:9][CH2:8][CH2:7]1)=[O:5])[CH3:2].Cl.